From a dataset of Catalyst prediction with 721,799 reactions and 888 catalyst types from USPTO. Predict which catalyst facilitates the given reaction. Reactant: [Br:1][C:2]1[C:3]2[CH:13]=[CH:12][CH:11]=[CH:10][C:4]=2[S:5][C:6]=1[C:7]([OH:9])=O.[C:14]1([CH2:20][CH2:21][NH2:22])[CH:19]=[CH:18][CH:17]=[CH:16][CH:15]=1.C1CCC(N=C=NC2CCCCC2)CC1.C1C=CC2N(O)N=NC=2C=1. Product: [Br:1][C:2]1[C:3]2[CH:13]=[CH:12][CH:11]=[CH:10][C:4]=2[S:5][C:6]=1[C:7]([NH:22][CH2:21][CH2:20][C:14]1[CH:19]=[CH:18][CH:17]=[CH:16][CH:15]=1)=[O:9]. The catalyst class is: 39.